This data is from Full USPTO retrosynthesis dataset with 1.9M reactions from patents (1976-2016). The task is: Predict the reactants needed to synthesize the given product. (1) Given the product [NH2:55][C:56]1[CH:61]=[CH:60][CH:59]=[CH:58][C:57]=1[NH:62][C:63](=[O:74])[C:64]1[CH:69]=[CH:68][C:67]([NH:70][CH2:71][CH2:72][NH:73][C:20]([C:16]2[C:15]([CH3:23])=[C:14](/[CH:13]=[C:7]3\[C:8](=[O:12])[NH:9][C:10]4[C:6]\3=[CH:5][CH:4]=[C:3]([C:2]([F:25])([F:1])[F:24])[CH:11]=4)[NH:18][C:17]=2[CH3:19])=[O:21])=[N:66][CH:65]=1, predict the reactants needed to synthesize it. The reactants are: [F:1][C:2]([F:25])([F:24])[C:3]1[CH:11]=[C:10]2[C:6](/[C:7](=[CH:13]/[C:14]3[NH:18][C:17]([CH3:19])=[C:16]([C:20](O)=[O:21])[C:15]=3[CH3:23])/[C:8](=[O:12])[NH:9]2)=[CH:5][CH:4]=1.Cl.C(N=C=NCCCN(C)C)C.OC1C2N=NNC=2C=CC=1.C(N(CC)CC)C.[NH2:55][C:56]1[CH:61]=[CH:60][CH:59]=[CH:58][C:57]=1[NH:62][C:63](=[O:74])[C:64]1[CH:69]=[CH:68][C:67]([NH:70][CH2:71][CH2:72][NH2:73])=[N:66][CH:65]=1. (2) Given the product [CH3:12][Si:11]([CH3:14])([CH3:13])[CH2:10][CH2:9][O:8][CH2:7][N:5]1[CH:6]=[C:2]([CH:23]=[O:24])[CH:3]=[N:4]1, predict the reactants needed to synthesize it. The reactants are: Br[C:2]1[CH:3]=[N:4][N:5]([CH2:7][O:8][CH2:9][CH2:10][Si:11]([CH3:14])([CH3:13])[CH3:12])[CH:6]=1.[Li]CCCC.CN([CH:23]=[O:24])C. (3) Given the product [CH3:20][C:11]1[CH:10]=[CH:9][C:8]([C:5]2[C:4]([C:14]([OH:16])=[O:15])=[CH:3][CH:2]=[CH:7][CH:6]=2)=[CH:13][CH:12]=1, predict the reactants needed to synthesize it. The reactants are: C[C:2]1[CH:3]=[C:4]([C:14]([O:16]C)=[O:15])[C:5]([C:8]2[CH:13]=[CH:12][CH:11]=[CH:10][CH:9]=2)=[CH:6][CH:7]=1.[OH-].[K+].[CH3:20]O. (4) Given the product [CH3:3][CH:2]([O:4][C:5]1[CH:14]=[C:13]2[C:8]([C:9]([C:38]([NH:48][C@H:47]([C:49]3[CH:54]=[CH:53][CH:52]=[CH:51][CH:50]=3)[C:46]([F:45])([F:55])[F:56])=[O:40])=[C:10]([CH2:25][N:26]3[CH2:27][CH2:28][CH:29]([N:32]4[CH2:37][CH2:36][O:35][CH2:34][CH2:33]4)[CH2:30][CH2:31]3)[C:11]([C:15]3[CH:20]=[CH:19][CH:18]=[C:17]([C:21]([F:24])([F:23])[F:22])[CH:16]=3)=[N:12]2)=[CH:7][C:6]=1[S:41]([CH3:44])(=[O:42])=[O:43])[CH3:1], predict the reactants needed to synthesize it. The reactants are: [CH3:1][CH:2]([O:4][C:5]1[CH:14]=[C:13]2[C:8]([C:9]([C:38]([OH:40])=O)=[C:10]([CH2:25][N:26]3[CH2:31][CH2:30][CH:29]([N:32]4[CH2:37][CH2:36][O:35][CH2:34][CH2:33]4)[CH2:28][CH2:27]3)[C:11]([C:15]3[CH:20]=[CH:19][CH:18]=[C:17]([C:21]([F:24])([F:23])[F:22])[CH:16]=3)=[N:12]2)=[CH:7][C:6]=1[S:41]([CH3:44])(=[O:43])=[O:42])[CH3:3].[F:45][C:46]([F:56])([F:55])[C@@H:47]([C:49]1[CH:54]=[CH:53][CH:52]=[CH:51][CH:50]=1)[NH2:48].C(N(CC)C(C)C)(C)C.C(P1(=O)OP(=O)(CCC)OP(=O)(CCC)O1)CC.